Dataset: Forward reaction prediction with 1.9M reactions from USPTO patents (1976-2016). Task: Predict the product of the given reaction. (1) Given the reactants C(O[C:5]1[C:6]([F:18])=[CH:7][CH:8]=[C:9]2[C:14]=1[N:13]=[C:12]([O:15][CH3:16])[C:11](C)=[CH:10]2)(=O)C.[CH2:19]=O.[C:21](=[O:24])([O-])[O-:22].[K+].[K+].O.[CH2:28]1CCCC[CH2:29]1, predict the reaction product. The product is: [F:18][C:6]1[C:5]([C:28](=[CH2:29])[C:21]([O:22][CH3:19])=[O:24])=[C:14]2[C:9]([CH:10]=[CH:11][C:12]([O:15][CH3:16])=[N:13]2)=[CH:8][CH:7]=1. (2) Given the reactants [C:1]([CH2:3][C:4]1([N:24]2[CH:28]=[C:27]([C:29]3[C:30]4[CH:37]=[CH:36][N:35](COCC[Si](C)(C)C)[C:31]=4[N:32]=[CH:33][N:34]=3)[CH:26]=[N:25]2)[CH2:7][N:6]([C:8]2[C:21]([F:22])=[CH:20][C:11]([C:12]([NH:14][C@@H:15]([CH:17]3[CH2:19][CH2:18]3)[CH3:16])=[O:13])=[C:10]([F:23])[CH:9]=2)[CH2:5]1)#[N:2].FC(F)(F)C(O)=O, predict the reaction product. The product is: [C:1]([CH2:3][C:4]1([N:24]2[CH:28]=[C:27]([C:29]3[C:30]4[CH:37]=[CH:36][NH:35][C:31]=4[N:32]=[CH:33][N:34]=3)[CH:26]=[N:25]2)[CH2:7][N:6]([C:8]2[C:21]([F:22])=[CH:20][C:11]([C:12]([NH:14][C@@H:15]([CH:17]3[CH2:18][CH2:19]3)[CH3:16])=[O:13])=[C:10]([F:23])[CH:9]=2)[CH2:5]1)#[N:2]. (3) Given the reactants [CH:1]1([N:6]2[C:14]3[C:9](=[CH:10][CH:11]=[CH:12][C:13]=3[F:15])[C:8]([C:16]3[CH:21]=[CH:20][C:19]([OH:22])=[CH:18][CH:17]=3)=[N:7]2)[CH2:5][CH2:4][CH2:3][CH2:2]1.[P:23](Cl)(Cl)([O:25][C:26]1[CH:31]=[CH:30][CH:29]=[CH:28][CH:27]=1)=[O:24].C[Si](C)(C)[N-][Si](C)(C)C.[Li+].C1C[O:47]CC1, predict the reaction product. The product is: [P:23]([OH:47])([O:25][C:26]1[CH:31]=[CH:30][CH:29]=[CH:28][CH:27]=1)([O:22][C:19]1[CH:18]=[CH:17][C:16]([C:8]2[C:9]3[C:14](=[C:13]([F:15])[CH:12]=[CH:11][CH:10]=3)[N:6]([CH:1]3[CH2:5][CH2:4][CH2:3][CH2:2]3)[N:7]=2)=[CH:21][CH:20]=1)=[O:24]. (4) Given the reactants [Cl:1][C:2]1[CH:7]=[CH:6][C:5]([C:8]2[O:12][C:11]([CH3:13])=[C:10]([CH:14]([O:19][C:20]3[CH:28]=[CH:27][C:23]([C:24](O)=[O:25])=[CH:22][CH:21]=3)[CH2:15][CH:16]([CH3:18])[CH3:17])[CH:9]=2)=[CH:4][CH:3]=1.[CH3:29][NH:30][CH2:31][CH2:32][C:33]([O:35]CC)=[O:34], predict the reaction product. The product is: [Cl:1][C:2]1[CH:3]=[CH:4][C:5]([C:8]2[O:12][C:11]([CH3:13])=[C:10]([CH:14]([O:19][C:20]3[CH:28]=[CH:27][C:23]([C:24]([N:30]([CH3:29])[CH2:31][CH2:32][C:33]([OH:35])=[O:34])=[O:25])=[CH:22][CH:21]=3)[CH2:15][CH:16]([CH3:18])[CH3:17])[CH:9]=2)=[CH:6][CH:7]=1. (5) Given the reactants Br[C:2]1[C:3]([Cl:12])=[N:4][C:5]([O:10][CH3:11])=[N:6][C:7]=1[O:8][CH3:9].[CH:13]1(B(O)O)[CH2:15][CH2:14]1.ClCl.C([O-])([O-])=O.[Na+].[Na+], predict the reaction product. The product is: [Cl:12][C:3]1[C:2]([CH:13]2[CH2:15][CH2:14]2)=[C:7]([O:8][CH3:9])[N:6]=[C:5]([O:10][CH3:11])[N:4]=1. (6) Given the reactants Cl[C:2]1[C:11]2[C:6](=[N:7][CH:8]=[CH:9][CH:10]=2)[N:5]=[C:4]([CH3:12])[C:3]=1[C:13]([O:15][CH2:16][CH3:17])=[O:14].[NH:18]1[CH2:23][CH2:22][CH2:21][CH2:20][CH2:19]1, predict the reaction product. The product is: [CH3:12][C:4]1[C:3]([C:13]([O:15][CH2:16][CH3:17])=[O:14])=[C:2]([N:18]2[CH2:23][CH2:22][CH2:21][CH2:20][CH2:19]2)[C:11]2[C:6](=[N:7][CH:8]=[CH:9][CH:10]=2)[N:5]=1. (7) Given the reactants Br[CH2:2][CH:3]1[N:9]2[C:10](=[O:13])[O:11][N:12]=[C:8]2[CH2:7][CH2:6][CH2:5][CH2:4]1.[S-:14][CH2:15][CH3:16].[Na+], predict the reaction product. The product is: [CH2:15]([S:14][CH2:2][CH:3]1[N:9]2[C:10](=[O:13])[O:11][N:12]=[C:8]2[CH2:7][CH2:6][CH2:5][CH2:4]1)[CH3:16]. (8) Given the reactants [Cl:1][C:2]1[CH:3]=[C:4]([C:8](=O)[CH2:9][CH2:10][CH2:11][CH2:12][N:13]2[CH2:18][CH2:17][CH:16]([C:19]3[CH:20]=[C:21]([NH:25][C:26](=[O:30])[CH:27]([CH3:29])[CH3:28])[CH:22]=[CH:23][CH:24]=3)[CH2:15][CH2:14]2)[CH:5]=[CH:6][CH:7]=1.[CH3:32][N:33]([C:35]1[CH:40]=[CH:39][CH:38]=[CH:37][CH:36]=1)N, predict the reaction product. The product is: [Cl:1][C:2]1[CH:3]=[C:4]([C:8]2[N:33]([CH3:32])[C:35]3[C:40]([C:9]=2[CH2:10][CH2:11][CH2:12][N:13]2[CH2:18][CH2:17][CH:16]([C:19]4[CH:20]=[C:21]([NH:25][C:26](=[O:30])[CH:27]([CH3:29])[CH3:28])[CH:22]=[CH:23][CH:24]=4)[CH2:15][CH2:14]2)=[CH:39][CH:38]=[CH:37][CH:36]=3)[CH:5]=[CH:6][CH:7]=1. (9) Given the reactants [Li]CCCC.[N:6]1([C:11]2[CH:31]=[CH:30][C:14]([CH2:15][C:16]3[C:17]([O:28][CH3:29])=[N:18][C:19]4[C:24]([C:25]=3[Cl:26])=[CH:23][C:22](Br)=[CH:21][CH:20]=4)=[CH:13][CH:12]=2)[CH:10]=[CH:9][CH:8]=[N:7]1.[Cl:32][C:33]1[CH:34]=[C:35]([C:40]([C:42]2[CH:43]=[N:44][CH:45]=[CH:46][CH:47]=2)=[O:41])[CH:36]=[CH:37][C:38]=1[Cl:39], predict the reaction product. The product is: [N:6]1([C:11]2[CH:31]=[CH:30][C:14]([CH2:15][C:16]3[C:17]([O:28][CH3:29])=[N:18][C:19]4[C:24]([C:25]=3[Cl:26])=[CH:23][C:22]([C:40]([C:35]3[CH:36]=[CH:37][C:38]([Cl:39])=[C:33]([Cl:32])[CH:34]=3)([C:42]3[CH:43]=[N:44][CH:45]=[CH:46][CH:47]=3)[OH:41])=[CH:21][CH:20]=4)=[CH:13][CH:12]=2)[CH:10]=[CH:9][CH:8]=[N:7]1. (10) Given the reactants [F:1][C:2]1[CH:7]=[CH:6][CH:5]=[CH:4][C:3]=1[C:8]1[N:9]([S:17]([C:20]2[CH:21]=[N:22][CH:23]=[CH:24][CH:25]=2)(=[O:19])=[O:18])[CH:10]=[C:11]2[C:15](=O)[CH2:14][CH2:13][C:12]=12.[CH:26]([NH2:29])([CH3:28])[CH3:27].[BH4-].[Na+], predict the reaction product. The product is: [F:1][C:2]1[CH:7]=[CH:6][CH:5]=[CH:4][C:3]=1[C:8]1[N:9]([S:17]([C:20]2[CH:21]=[N:22][CH:23]=[CH:24][CH:25]=2)(=[O:19])=[O:18])[CH:10]=[C:11]2[CH:15]([NH:29][CH:26]([CH3:28])[CH3:27])[CH2:14][CH2:13][C:12]=12.